From a dataset of Reaction yield outcomes from USPTO patents with 853,638 reactions. Predict the reaction yield, written as a fraction of the theoretical maximum amount of product (1.0 means a 100% yield; for example, 0.34 means a 34% yield). (1) The reactants are [C:9](O[C:9]([O:11][C:12]([CH3:15])([CH3:14])[CH3:13])=[O:10])([O:11][C:12]([CH3:15])([CH3:14])[CH3:13])=[O:10].[CH2:16]([O:23][C:24](=[O:42])[CH:25]([NH:34][C:35]([O:37][C:38]([CH3:41])([CH3:40])[CH3:39])=[O:36])[CH2:26][CH2:27][C:28](=[O:33])[N:29]([O:31][CH3:32])[CH3:30])[C:17]1[CH:22]=[CH:21][CH:20]=[CH:19][CH:18]=1.C[N:44](C1C=CC=CN=1)C. The catalyst is C(#N)C. The product is [CH2:16]([O:23][C:24](=[O:42])[C:25]([NH:44][C:9]([O:11][C:12]([CH3:13])([CH3:14])[CH3:15])=[O:10])([NH:34][C:35]([O:37][C:38]([CH3:39])([CH3:41])[CH3:40])=[O:36])[CH2:26][CH2:27][C:28](=[O:33])[N:29]([O:31][CH3:32])[CH3:30])[C:17]1[CH:22]=[CH:21][CH:20]=[CH:19][CH:18]=1. The yield is 0.950. (2) The reactants are Br[C:2]1[CH:3]=[CH:4][C:5]([O:21][CH3:22])=[C:6]([C:8]2[CH:13]=[CH:12][C:11]([S:14]([CH2:17][CH3:18])(=[O:16])=[O:15])=[CH:10][C:9]=2[O:19][CH3:20])[CH:7]=1.[B:23]1([B:23]2[O:27][C:26]([CH3:29])([CH3:28])[C:25]([CH3:31])([CH3:30])[O:24]2)[O:27][C:26]([CH3:29])([CH3:28])[C:25]([CH3:31])([CH3:30])[O:24]1.C([O-])(=O)C.[K+]. The catalyst is O1CCOCC1.[Pd](Cl)Cl.C1(P(C2C=CC=CC=2)[C-]2C=CC=C2)C=CC=CC=1.[C-]1(P(C2C=CC=CC=2)C2C=CC=CC=2)C=CC=C1.[Fe+2]. The product is [CH2:17]([S:14]([C:11]1[CH:12]=[CH:13][C:8]([C:6]2[C:5]([O:21][CH3:22])=[CH:4][CH:3]=[C:2]([B:23]3[O:27][C:26]([CH3:29])([CH3:28])[C:25]([CH3:31])([CH3:30])[O:24]3)[CH:7]=2)=[C:9]([O:19][CH3:20])[CH:10]=1)(=[O:16])=[O:15])[CH3:18]. The yield is 0.620. (3) The reactants are Cl.[CH:2]([O:5][CH:6]1[CH2:11][CH2:10][NH:9][CH2:8][CH2:7]1)([CH3:4])[CH3:3].C(N(CC)CC)C.[O:19]=[C:20]1[C:29]2[C:24](=[CH:25][CH:26]=[CH:27][CH:28]=2)[C:23]([CH2:30][C:31]2[CH:36]=[CH:35][N:34]=[C:33]([C:37](O)=[O:38])[CH:32]=2)=[N:22][NH:21]1.F[P-](F)(F)(F)(F)F.N1(OC(N(C)C)=[N+](C)C)C2C=CC=CC=2N=N1. The catalyst is CN(C)C=O. The product is [CH3:3][CH:2]([O:5][CH:6]1[CH2:11][CH2:10][N:9]([C:37]([C:33]2[CH:32]=[C:31]([CH2:30][C:23]3[C:24]4[C:29](=[CH:28][CH:27]=[CH:26][CH:25]=4)[C:20](=[O:19])[NH:21][N:22]=3)[CH:36]=[CH:35][N:34]=2)=[O:38])[CH2:8][CH2:7]1)[CH3:4]. The yield is 0.593.